Dataset: Forward reaction prediction with 1.9M reactions from USPTO patents (1976-2016). Task: Predict the product of the given reaction. (1) Given the reactants FC(F)(F)C1C=C(NC(=O)NC2C=CC(C3SC(CCC(OC)=O)=NC=3)=CC=2)C=CC=1.[NH2:32][C:33]1[CH:38]=[CH:37][C:36]([C:39]2[S:43][C:42]([CH:44]3[CH2:49][CH2:48][CH:47]([C:50]([O:52][CH3:53])=[O:51])[CH2:46][CH2:45]3)=[N:41][CH:40]=2)=[CH:35][CH:34]=1.[Cl:54][C:55]1[C:56]([F:64])=[C:57]([N:61]=[C:62]=[O:63])[CH:58]=[CH:59][CH:60]=1, predict the reaction product. The product is: [Cl:54][C:55]1[C:56]([F:64])=[C:57]([NH:61][C:62](=[O:63])[NH:32][C:33]2[CH:34]=[CH:35][C:36]([C:39]3[S:43][C:42]([CH:44]4[CH2:45][CH2:46][CH:47]([C:50]([O:52][CH3:53])=[O:51])[CH2:48][CH2:49]4)=[N:41][CH:40]=3)=[CH:37][CH:38]=2)[CH:58]=[CH:59][CH:60]=1. (2) Given the reactants [C:1]([O:5][C:6]([NH:8][N:9]=[CH:10][C:11]([CH3:14])([CH3:13])[CH3:12])=[O:7])([CH3:4])([CH3:3])[CH3:2].[CH2:15]([Si@@]1(Cl)N(C)[C@H](C)C(C2C=CC=CC=2)O1)[CH:16]=[CH2:17], predict the reaction product. The product is: [C:1]([O:5][C:6]([NH:8][NH:9][C@H:10]([C:11]([CH3:14])([CH3:13])[CH3:12])[CH2:17][CH:16]=[CH2:15])=[O:7])([CH3:4])([CH3:3])[CH3:2]. (3) The product is: [Cl:1][C:2]1[CH:7]=[CH:6][N:5]=[C:4]2[CH:8]=[C:9]([C:25]3[N:26]([CH3:30])[CH:27]=[CH:28][N:29]=3)[S:10][C:3]=12. Given the reactants [Cl:1][C:2]1[CH:7]=[CH:6][N:5]=[C:4]2[CH:8]=[C:9]([Sn](CCCC)(CCCC)CCCC)[S:10][C:3]=12.Br[C:25]1[N:26]([CH3:30])[CH:27]=[CH:28][N:29]=1.C1(C)C=CC=CC=1, predict the reaction product. (4) Given the reactants [NH2:1][CH:2]([C:5]1[C:6](=[O:16])[NH:7][C:8]([CH:11]2[CH2:15][CH2:14][CH2:13][CH2:12]2)=[N:9][N:10]=1)[CH2:3][CH3:4].[CH3:17][CH:18]([CH3:23])[CH2:19][C:20](Cl)=[O:21], predict the reaction product. The product is: [CH:11]1([C:8]2[NH:7][C:6](=[O:16])[C:5]([CH:2]([NH:1][C:20](=[O:21])[CH2:19][CH:18]([CH3:23])[CH3:17])[CH2:3][CH3:4])=[N:10][N:9]=2)[CH2:15][CH2:14][CH2:13][CH2:12]1. (5) Given the reactants Cl[C:2]1[CH:11]=[C:10]2[C:5]([CH:6]=[C:7]([C:13]3[C:14]([F:28])=[CH:15][C:16]([F:27])=[C:17]([NH:19][C:20](=[O:26])[O:21][C:22]([CH3:25])([CH3:24])[CH3:23])[CH:18]=3)[C:8]([CH3:12])=[N:9]2)=[CH:4][N:3]=1.CC1(C)C2C(=C(P(C3C=CC=CC=3)C3C=CC=CC=3)C=CC=2)OC2C(P(C3C=CC=CC=3)C3C=CC=CC=3)=CC=CC1=2.C([O-])([O-])=O.[Cs+].[Cs+].[C:77]([NH2:80])(=[O:79])[CH3:78], predict the reaction product. The product is: [C:77]([NH:80][C:2]1[CH:11]=[C:10]2[C:5]([CH:6]=[C:7]([C:13]3[C:14]([F:28])=[CH:15][C:16]([F:27])=[C:17]([NH:19][C:20](=[O:26])[O:21][C:22]([CH3:25])([CH3:23])[CH3:24])[CH:18]=3)[C:8]([CH3:12])=[N:9]2)=[CH:4][N:3]=1)(=[O:79])[CH3:78]. (6) The product is: [F:1][C:2]1[CH:7]=[CH:6][C:5]([C:8]2[CH:13]=[C:12]([C:14]([F:17])([F:16])[F:15])[N:11]=[C:10]([N:18]3[CH:22]=[C:21]([C:28]4[CH:29]=[CH:30][C:25]([NH2:24])=[N:26][CH:27]=4)[N:20]=[CH:19]3)[N:9]=2)=[CH:4][CH:3]=1. Given the reactants [F:1][C:2]1[CH:7]=[CH:6][C:5]([C:8]2[CH:13]=[C:12]([C:14]([F:17])([F:16])[F:15])[N:11]=[C:10]([N:18]3[CH:22]=[C:21](I)[N:20]=[CH:19]3)[N:9]=2)=[CH:4][CH:3]=1.[NH2:24][C:25]1[CH:30]=[CH:29][C:28](B2OC(C)(C)C(C)(C)O2)=[CH:27][N:26]=1, predict the reaction product. (7) Given the reactants [O:1]=[C:2]1[O:6][C@H:5]2[CH2:7][S:8][C@@H:9]([CH2:10][CH2:11]/[CH:12]=[CH:13]/[C:14]([O:16][CH2:17][C:18]3[CH:23]=[CH:22][CH:21]=[CH:20][CH:19]=3)=[O:15])[C@H:4]2[O:3]1.[H][H], predict the reaction product. The product is: [O:1]=[C:2]1[O:6][C@H:5]2[CH2:7][S:8][C@@H:9]([CH2:10][CH2:11][CH2:12][CH2:13][C:14]([O:16][CH2:17][C:18]3[CH:23]=[CH:22][CH:21]=[CH:20][CH:19]=3)=[O:15])[C@H:4]2[O:3]1. (8) Given the reactants [C:1]1([CH2:11][C:12]([OH:14])=O)[C:10]2[C:5](=[CH:6][CH:7]=[CH:8][CH:9]=2)[CH:4]=[CH:3][CH:2]=1.[NH2:15][C:16]1[S:17][CH:18]=[C:19]([CH3:25])[C:20]=1[C:21]([O:23][CH3:24])=[O:22], predict the reaction product. The product is: [CH3:25][C:19]1[C:20]([C:21]([O:23][CH3:24])=[O:22])=[C:16]([NH:15][C:12](=[O:14])[CH2:11][C:1]2[C:10]3[C:5](=[CH:6][CH:7]=[CH:8][CH:9]=3)[CH:4]=[CH:3][CH:2]=2)[S:17][CH:18]=1. (9) Given the reactants [F:1][C:2]([F:20])([F:19])[C:3](=O)[CH2:4][C:5]([C:7]1[CH:17]=[CH:16][C:10]2[O:11][CH2:12][C:13](=[O:15])[NH:14][C:9]=2[CH:8]=1)=O.[F:21][C:22]([F:32])([F:31])[C:23]1[CH:24]=[C:25]([NH:29][NH2:30])[CH:26]=[CH:27][CH:28]=1, predict the reaction product. The product is: [F:1][C:2]([F:20])([F:19])[C:3]1[CH:4]=[C:5]([C:7]2[CH:17]=[CH:16][C:10]3[O:11][CH2:12][C:13](=[O:15])[NH:14][C:9]=3[CH:8]=2)[N:29]([C:25]2[CH:26]=[CH:27][CH:28]=[C:23]([C:22]([F:21])([F:32])[F:31])[CH:24]=2)[N:30]=1. (10) Given the reactants C[O:2][C:3](=[O:19])[C:4]1[C:9]([O:10][CH:11]([CH3:13])[CH3:12])=[CH:8][C:7]([O:14][CH:15]([CH3:17])[CH3:16])=[N:6][C:5]=1[NH2:18].[OH-].[Li+], predict the reaction product. The product is: [NH2:18][C:5]1[N:6]=[C:7]([O:14][CH:15]([CH3:16])[CH3:17])[CH:8]=[C:9]([O:10][CH:11]([CH3:13])[CH3:12])[C:4]=1[C:3]([OH:19])=[O:2].